Dataset: Peptide-MHC class II binding affinity with 134,281 pairs from IEDB. Task: Regression. Given a peptide amino acid sequence and an MHC pseudo amino acid sequence, predict their binding affinity value. This is MHC class II binding data. (1) The peptide sequence is YDGFLANVSTVLTGK. The MHC is DRB1_1302 with pseudo-sequence DRB1_1302. The binding affinity (normalized) is 0.932. (2) The MHC is HLA-DPA10201-DPB10501 with pseudo-sequence HLA-DPA10201-DPB10501. The peptide sequence is AYLVLDPLIYFGPFA. The binding affinity (normalized) is 0. (3) The peptide sequence is MEKNVTVTHAQDILEKT. The MHC is DRB3_0101 with pseudo-sequence DRB3_0101. The binding affinity (normalized) is 0. (4) The peptide sequence is QFKPEEITGIMKDLD. The MHC is DRB1_0301 with pseudo-sequence DRB1_0301. The binding affinity (normalized) is 0.141. (5) The peptide sequence is EAYRMRFAAVITRVI. The MHC is DRB1_1201 with pseudo-sequence DRB1_1201. The binding affinity (normalized) is 0.143. (6) The peptide sequence is SQDLELSCNLNGLQAY. The MHC is HLA-DQA10301-DQB10302 with pseudo-sequence HLA-DQA10301-DQB10302. The binding affinity (normalized) is 0.557. (7) The peptide sequence is GKGSIVACAKFTCAK. The MHC is DRB1_0901 with pseudo-sequence DRB1_0901. The binding affinity (normalized) is 0.0800.